Dataset: Reaction yield outcomes from USPTO patents with 853,638 reactions. Task: Predict the reaction yield, written as a fraction of the theoretical maximum amount of product (1.0 means a 100% yield; for example, 0.34 means a 34% yield). The reactants are [Br:1][C:2]1[CH:7]=[CH:6][C:5]([C:8]2[CH:13]=[CH:12][CH:11]=[CH:10][CH:9]=2)=[CH:4][CH:3]=1.Cl[S:15]([OH:18])(=[O:17])=[O:16]. The catalyst is C(Cl)(Cl)Cl. The product is [Br:1][C:2]1[CH:3]=[CH:4][C:5]([C:8]2[CH:13]=[CH:12][C:11]([S:15]([OH:18])(=[O:17])=[O:16])=[CH:10][CH:9]=2)=[CH:6][CH:7]=1. The yield is 0.920.